Dataset: Full USPTO retrosynthesis dataset with 1.9M reactions from patents (1976-2016). Task: Predict the reactants needed to synthesize the given product. (1) Given the product [CH3:1][S:2]([C:5]1[CH:10]=[CH:9][C:8]([N:11]2[C:15]3=[N:16][CH:17]=[N:18][C:19]([O:20][CH:21]4[CH2:26][CH2:25][N:24]([C:35]([C:36]5[CH:37]=[N:38][CH:39]=[CH:40][CH:41]=5)=[O:42])[CH2:23][CH2:22]4)=[C:14]3[CH:13]=[N:12]2)=[CH:7][CH:6]=1)(=[O:3])=[O:4], predict the reactants needed to synthesize it. The reactants are: [CH3:1][S:2]([C:5]1[CH:10]=[CH:9][C:8]([N:11]2[C:15]3=[N:16][CH:17]=[N:18][C:19]([O:20][CH:21]4[CH2:26][CH2:25][NH:24][CH2:23][CH2:22]4)=[C:14]3[CH:13]=[N:12]2)=[CH:7][CH:6]=1)(=[O:4])=[O:3].C(N(CC)CC)C.Cl.[C:35](Cl)(=[O:42])[C:36]1[CH:41]=[CH:40][CH:39]=[N:38][CH:37]=1. (2) Given the product [C:1]([O:5][C:6]([N:8]1[C:19]2[C:11](=[C:12]3[C:16](=[CH:17][CH:18]=2)[NH:15][CH:14]([C:20]([O:22][CH2:64][CH2:63][C:60]2[CH:59]=[CH:58][C:57]([N+:54]([O-:56])=[O:55])=[CH:62][CH:61]=2)=[O:21])[CH2:13]3)[CH:10]=[CH:9]1)=[O:7])([CH3:4])([CH3:2])[CH3:3], predict the reactants needed to synthesize it. The reactants are: [C:1]([O:5][C:6]([N:8]1[C:19]2[C:11](=[C:12]3[C:16](=[CH:17][CH:18]=2)[NH:15][CH:14]([C:20]([OH:22])=[O:21])[CH2:13]3)[CH:10]=[CH:9]1)=[O:7])([CH3:4])([CH3:3])[CH3:2].N(C(OCC)=O)=NC(OCC)=O.C1(P(C2C=CC=CC=2)C2C=CC=CC=2)C=CC=CC=1.[N+:54]([C:57]1[CH:62]=[CH:61][C:60]([CH2:63][CH2:64]O)=[CH:59][CH:58]=1)([O-:56])=[O:55]. (3) Given the product [CH:49]1([N:27]([CH2:26][C@@H:18]2[C@@H:19]3[C@@H:20]([O:21][C:22]([CH3:25])([CH3:24])[O:23]3)[C@H:16]([N:13]3[C:9]4[N:10]=[CH:11][N:12]=[C:7]([NH:6][CH2:5][C:4]5[CH:39]=[CH:40][C:41]([O:43][CH3:44])=[CH:42][C:3]=5[O:2][CH3:1])[C:8]=4[CH:15]=[CH:14]3)[CH2:17]2)[CH:28]2[CH2:29][CH:30]([CH2:32][CH2:33][C:34]([O:36][CH2:37][CH3:38])=[O:35])[CH2:31]2)[CH2:52][CH2:51][CH2:50]1, predict the reactants needed to synthesize it. The reactants are: [CH3:1][O:2][C:3]1[CH:42]=[C:41]([O:43][CH3:44])[CH:40]=[CH:39][C:4]=1[CH2:5][NH:6][C:7]1[C:8]2[CH:15]=[CH:14][N:13]([C@H:16]3[C@@H:20]4[O:21][C:22]([CH3:25])([CH3:24])[O:23][C@@H:19]4[C@@H:18]([CH2:26][NH:27][CH:28]4[CH2:31][CH:30]([CH2:32][CH2:33][C:34]([O:36][CH2:37][CH3:38])=[O:35])[CH2:29]4)[CH2:17]3)[C:9]=2[N:10]=[CH:11][N:12]=1.C([BH3-])#N.[Na+].[C:49]1(=O)[CH2:52][CH2:51][CH2:50]1.C([O-])(O)=O.[Na+]. (4) Given the product [Br:1][C:2]1[CH:7]=[C:6]([O:8][CH3:9])[C:5]([CH2:10][CH2:11][S:16][CH3:15])=[CH:4][C:3]=1[O:13][CH3:14], predict the reactants needed to synthesize it. The reactants are: [Br:1][C:2]1[CH:7]=[C:6]([O:8][CH3:9])[C:5]([CH2:10][CH2:11]Br)=[CH:4][C:3]=1[O:13][CH3:14].[CH3:15][S-:16].[Na+].[I-].[K+]. (5) Given the product [NH2:19][C:17]1[S:18][C:3]2[C:2]([NH:20][C@H:21]([CH3:24])[CH2:22][OH:23])=[N:7][C:6]([S:8][CH2:9][C:10]3[CH:15]=[CH:14][CH:13]=[CH:12][CH:11]=3)=[N:5][C:4]=2[N:16]=1, predict the reactants needed to synthesize it. The reactants are: Cl[C:2]1[C:3]2[S:18][C:17]([NH2:19])=[N:16][C:4]=2[N:5]=[C:6]([S:8][CH2:9][C:10]2[CH:15]=[CH:14][CH:13]=[CH:12][CH:11]=2)[N:7]=1.[NH2:20][C@H:21]([CH3:24])[CH2:22][OH:23].